Dataset: Forward reaction prediction with 1.9M reactions from USPTO patents (1976-2016). Task: Predict the product of the given reaction. (1) Given the reactants [NH2:1][C@H:2]([C:4]1[N:9]([C:10]2[CH:15]=[CH:14][CH:13]=[CH:12][CH:11]=2)[C:8](=[O:16])[C:7]2=[C:17]([S:20][C:21]3[CH:26]=[CH:25][CH:24]=[CH:23][C:22]=3[NH:27][CH2:28][CH2:29][N:30]([CH3:32])[CH3:31])[CH:18]=[CH:19][N:6]2[N:5]=1)[CH3:3].[NH2:33][C:34]1[C:39]([C:40]#[N:41])=[C:38](Cl)[N:37]=[CH:36][N:35]=1.CCN(C(C)C)C(C)C, predict the reaction product. The product is: [NH2:33][C:34]1[C:39]([C:40]#[N:41])=[C:38]([NH:1][C@H:2]([C:4]2[N:9]([C:10]3[CH:15]=[CH:14][CH:13]=[CH:12][CH:11]=3)[C:8](=[O:16])[C:7]3=[C:17]([S:20][C:21]4[CH:26]=[CH:25][CH:24]=[CH:23][C:22]=4[NH:27][CH2:28][CH2:29][N:30]([CH3:31])[CH3:32])[CH:18]=[CH:19][N:6]3[N:5]=2)[CH3:3])[N:37]=[CH:36][N:35]=1. (2) Given the reactants CS(O[CH2:6][CH2:7][CH:8]1[C:13]2[CH:14]=[CH:15][C:16]([C:18]#[N:19])=[CH:17][C:12]=2[CH2:11][CH2:10][O:9]1)(=O)=O.[F:20][C:21]1[CH:22]=[C:23]2[C:28](=[CH:29][CH:30]=1)[C:27]([N:31]1[CH2:36][CH2:35][NH:34][C@H:33]([CH3:37])[CH2:32]1)=[CH:26][CH:25]=[CH:24]2, predict the reaction product. The product is: [F:20][C:21]1[CH:22]=[C:23]2[C:28](=[CH:29][CH:30]=1)[C:27]([N:31]1[CH2:36][CH2:35][N:34]([CH2:6][CH2:7][CH:8]3[C:13]4[CH:14]=[CH:15][C:16]([C:18]#[N:19])=[CH:17][C:12]=4[CH2:11][CH2:10][O:9]3)[C@H:33]([CH3:37])[CH2:32]1)=[CH:26][CH:25]=[CH:24]2. (3) Given the reactants [CH2:1]([NH:4][C:5]1[CH2:9][S:8][C:7](=[O:10])[N:6]=1)[CH2:2][CH3:3].[F:11][C:12]([F:33])([F:32])[C:13]1[CH:27]=[C:26]([C:28]([F:31])([F:30])[F:29])[CH:25]=[CH:24][C:14]=1[CH2:15][N:16]1[CH2:21][CH2:20][CH:19]([CH:22]=O)[CH2:18][CH2:17]1.C([O-])(=O)C.[NH2+]1CCCCC1, predict the reaction product. The product is: [F:33][C:12]([F:11])([F:32])[C:13]1[CH:27]=[C:26]([C:28]([F:31])([F:30])[F:29])[CH:25]=[CH:24][C:14]=1[CH2:15][N:16]1[CH2:21][CH2:20][CH:19](/[CH:22]=[C:9]2/[C:5]([NH:4][CH2:1][CH2:2][CH3:3])=[N:6][C:7](=[O:10])[S:8]/2)[CH2:18][CH2:17]1. (4) Given the reactants B(Br)(Br)Br.[F:5][C:6]1[C:37]([O:38]C)=[CH:36][CH:35]=[CH:34][C:7]=1[O:8][CH:9]1[CH2:12][N:11]([C:13]([CH3:33])([CH3:32])[CH2:14][CH2:15][C:16]([C:26]2[CH:31]=[CH:30][CH:29]=[CH:28][CH:27]=2)([C:20]2[CH:25]=[CH:24][CH:23]=[CH:22][CH:21]=2)[C:17]([NH2:19])=[O:18])[CH2:10]1, predict the reaction product. The product is: [NH3:11].[F:5][C:6]1[C:37]([OH:38])=[CH:36][CH:35]=[CH:34][C:7]=1[O:8][CH:9]1[CH2:12][N:11]([C:13]([CH3:33])([CH3:32])[CH2:14][CH2:15][C:16]([C:26]2[CH:27]=[CH:28][CH:29]=[CH:30][CH:31]=2)([C:20]2[CH:25]=[CH:24][CH:23]=[CH:22][CH:21]=2)[C:17]([NH2:19])=[O:18])[CH2:10]1. (5) Given the reactants [C:1]([C:6]1[S:10][C:9]([NH:11][C:12]([C:14]2[CH:19]=[CH:18][N:17]=[C:16]([CH2:20]Cl)[CH:15]=2)=[O:13])=[N:8][C:7]=1[C:22]1[O:23][CH:24]=[CH:25][CH:26]=1)(=[O:5])[CH2:2][CH2:3][CH3:4].[H-].[Na+].[OH2:29].[CH3:30]O, predict the reaction product. The product is: [C:1]([C:6]1[S:10][C:9]([NH:11][C:12]([C:14]2[CH:19]=[CH:18][N:17]=[C:16]([CH2:20][O:29][CH3:30])[CH:15]=2)=[O:13])=[N:8][C:7]=1[C:22]1[O:23][CH:24]=[CH:25][CH:26]=1)(=[O:5])[CH2:2][CH2:3][CH3:4]. (6) Given the reactants [CH:1]([C:3]1[O:4][C:5]([CH3:18])=[CH:6][C:7](=[O:17])[C:8]=1[O:9][CH2:10][C:11]1[CH:16]=[CH:15][CH:14]=[CH:13][CH:12]=1)=[O:2].S(=O)(=O)([OH:21])N.Cl([O-])=O.[Na+], predict the reaction product. The product is: [C:1]([C:3]1[O:4][C:5]([CH3:18])=[CH:6][C:7](=[O:17])[C:8]=1[O:9][CH2:10][C:11]1[CH:16]=[CH:15][CH:14]=[CH:13][CH:12]=1)([OH:21])=[O:2].